This data is from NCI-60 drug combinations with 297,098 pairs across 59 cell lines. The task is: Regression. Given two drug SMILES strings and cell line genomic features, predict the synergy score measuring deviation from expected non-interaction effect. (1) Drug 1: C1CNP(=O)(OC1)N(CCCl)CCCl. Drug 2: N.N.Cl[Pt+2]Cl. Cell line: PC-3. Synergy scores: CSS=58.3, Synergy_ZIP=1.00, Synergy_Bliss=2.80, Synergy_Loewe=-31.4, Synergy_HSA=2.32. (2) Drug 2: CC1=C2C(C(=O)C3(C(CC4C(C3C(C(C2(C)C)(CC1OC(=O)C(C(C5=CC=CC=C5)NC(=O)C6=CC=CC=C6)O)O)OC(=O)C7=CC=CC=C7)(CO4)OC(=O)C)O)C)OC(=O)C. Drug 1: CCCCCOC(=O)NC1=NC(=O)N(C=C1F)C2C(C(C(O2)C)O)O. Synergy scores: CSS=36.8, Synergy_ZIP=2.25, Synergy_Bliss=3.20, Synergy_Loewe=-43.7, Synergy_HSA=0.951. Cell line: NCI-H522. (3) Drug 1: CN1CCC(CC1)COC2=C(C=C3C(=C2)N=CN=C3NC4=C(C=C(C=C4)Br)F)OC. Drug 2: CC(CN1CC(=O)NC(=O)C1)N2CC(=O)NC(=O)C2. Cell line: PC-3. Synergy scores: CSS=22.5, Synergy_ZIP=-3.62, Synergy_Bliss=1.59, Synergy_Loewe=2.91, Synergy_HSA=4.09. (4) Drug 1: CN1C(=O)N2C=NC(=C2N=N1)C(=O)N. Drug 2: C(CC(=O)O)C(=O)CN.Cl. Cell line: LOX IMVI. Synergy scores: CSS=5.80, Synergy_ZIP=-2.85, Synergy_Bliss=0.881, Synergy_Loewe=-2.92, Synergy_HSA=-1.93. (5) Drug 1: C1CCC(C1)C(CC#N)N2C=C(C=N2)C3=C4C=CNC4=NC=N3. Drug 2: CC1CCCC2(C(O2)CC(NC(=O)CC(C(C(=O)C(C1O)C)(C)C)O)C(=CC3=CSC(=N3)C)C)C. Cell line: NCIH23. Synergy scores: CSS=9.90, Synergy_ZIP=-1.13, Synergy_Bliss=5.16, Synergy_Loewe=3.30, Synergy_HSA=4.07.